From a dataset of Full USPTO retrosynthesis dataset with 1.9M reactions from patents (1976-2016). Predict the reactants needed to synthesize the given product. (1) Given the product [O:9]1[C:8]2[CH:7]=[CH:6][C:5]([C:10]3[C:19]([N:20]([CH3:24])[CH:21]([CH3:23])[CH3:22])=[N:18][C:17]4[C:12](=[CH:13][CH:14]=[C:15]([C:25]([O:27][CH2:28][C:29]5[CH:30]=[CH:31][C:32]([O:35][CH3:36])=[CH:33][CH:34]=5)=[O:26])[CH:16]=4)[N:11]=3)=[CH:4][C:3]=2[CH:1]=[N:37]1, predict the reactants needed to synthesize it. The reactants are: [CH:1]([C:3]1[CH:4]=[C:5]([C:10]2[C:19]([N:20]([CH3:24])[CH:21]([CH3:23])[CH3:22])=[N:18][C:17]3[C:12](=[CH:13][CH:14]=[C:15]([C:25]([O:27][CH2:28][C:29]4[CH:34]=[CH:33][C:32]([O:35][CH3:36])=[CH:31][CH:30]=4)=[O:26])[CH:16]=3)[N:11]=2)[CH:6]=[CH:7][C:8]=1[OH:9])=O.[NH2:37]OS(O)(=O)=O.CO. (2) Given the product [CH3:21][O:22][C:23]1[CH:24]=[C:25](/[C:26](=[CH:4]/[C:3]2[CH:6]=[C:7]([N+:10]([O-:12])=[O:11])[CH:8]=[CH:9][C:2]=2[O:1][CH2:18][O:17][CH2:16][CH2:15][O:14][CH3:13])/[C:27]#[N:28])[CH:29]=[CH:30][C:31]=1[O:32][CH3:33], predict the reactants needed to synthesize it. The reactants are: [OH:1][C:2]1[CH:9]=[CH:8][C:7]([N+:10]([O-:12])=[O:11])=[CH:6][C:3]=1[CH:4]=O.[CH3:13][O:14][CH2:15][CH2:16][O:17][CH2:18]OCl.[CH3:21][O:22][C:23]1[CH:24]=[C:25]([CH:29]=[CH:30][C:31]=1[O:32][CH3:33])[CH2:26][C:27]#[N:28].